From a dataset of Forward reaction prediction with 1.9M reactions from USPTO patents (1976-2016). Predict the product of the given reaction. The product is: [F:49][C:50]1[CH:51]=[CH:52][C:53]([C:56]2[C:64]3[C:59](=[CH:60][CH:61]=[C:62]([NH:65][C:66]([C:68]4([NH2:96])[CH2:72][CH2:71][N:70]([CH2:73][C:74]([N:76]5[CH2:81][CH2:80][N:79]([C:82]6[CH:87]=[CH:86][C:85]([C:88]7[N:89]=[CH:90][C:91]([CH3:94])=[CH:92][N:93]=7)=[CH:84][CH:83]=6)[CH2:78][CH:77]5[CH3:95])=[O:75])[CH2:69]4)=[O:67])[CH:63]=3)[NH:58][N:57]=2)=[CH:54][CH:55]=1. Given the reactants FC1C=CC(C2C3C(=CC=C(NC(C4(NC=O)CCN(CC(=O)N5CCN(C6C=CC(C7N=CC=CN=7)=CC=6)CC5)C4)=O)C=3)NN=2)=CC=1.[F:49][C:50]1[CH:55]=[CH:54][C:53]([C:56]2[C:64]3[C:59](=[CH:60][CH:61]=[C:62]([NH:65][C:66]([C:68]4([NH:96]C=O)[CH2:72][CH2:71][N:70]([CH2:73][C:74]([N:76]5[CH2:81][CH2:80][N:79]([C:82]6[CH:87]=[CH:86][C:85]([C:88]7[N:93]=[CH:92][C:91]([CH3:94])=[CH:90][N:89]=7)=[CH:84][CH:83]=6)[CH2:78][CH:77]5[CH3:95])=[O:75])[CH2:69]4)=[O:67])[CH:63]=3)[NH:58][N:57]=2)=[CH:52][CH:51]=1, predict the reaction product.